From a dataset of Forward reaction prediction with 1.9M reactions from USPTO patents (1976-2016). Predict the product of the given reaction. (1) Given the reactants [CH:1]([N:14]=[C:15]=[S:16])([C:8]1[CH:13]=[CH:12][CH:11]=[CH:10][CH:9]=1)[C:2]1[CH:7]=[CH:6][CH:5]=[CH:4][CH:3]=1.Cl.[CH3:18][NH:19][O:20][CH2:21][C:22]([OH:24])=[O:23].C(N(CC)CC)C, predict the reaction product. The product is: [CH:1]([NH:14][C:15]([N:19]([CH3:18])[O:20][CH2:21][C:22]([OH:24])=[O:23])=[S:16])([C:8]1[CH:9]=[CH:10][CH:11]=[CH:12][CH:13]=1)[C:2]1[CH:7]=[CH:6][CH:5]=[CH:4][CH:3]=1. (2) The product is: [CH3:9][O:10][C:11]([CH:13]1[CH2:17][C:16](=[O:18])[N:15]([CH:19]2[CH2:24][CH2:23][CH2:22][CH2:21][CH:20]2[CH3:26])[CH2:14]1)=[O:12]. Given the reactants CC1CCCCC1N.[CH3:9][O:10][C:11]([CH:13]1[CH2:17][C:16](=[O:18])[N:15]([CH:19]2[CH2:24][CH:23](C)[CH2:22][CH2:21][CH:20]2[CH:26](C)C)[CH2:14]1)=[O:12], predict the reaction product. (3) Given the reactants [C:1]([N:9]1[C@@H:13]([C:14]([CH3:17])([CH3:16])[CH3:15])[C:12](=[O:18])OC1=O)(=[O:8])[C:2]1[CH:7]=[CH:6][CH:5]=[CH:4][CH:3]=1.[C:20]1([CH3:29])[CH:25]=[CH:24][C:23]([C@@H:26]([NH2:28])[CH3:27])=[CH:22][CH:21]=1.Cl, predict the reaction product. The product is: [C:20]1([CH3:29])[CH:25]=[CH:24][C:23]([C@@H:26]([NH:28][C:12](=[O:18])[C@H:13]([C:14]([CH3:15])([CH3:16])[CH3:17])[NH:9][C:1](=[O:8])[C:2]2[CH:3]=[CH:4][CH:5]=[CH:6][CH:7]=2)[CH3:27])=[CH:22][CH:21]=1. (4) Given the reactants C(OCC([NH:12][C:13]1[CH:18]=[C:17]([O:19][CH3:20])[C:16]([O:21][CH3:22])=[C:15]([O:23][CH3:24])[C:14]=1[NH:25][C:26](=O)[CH2:27][O:28]CC1C=CC=CC=1)=O)C1C=CC=CC=1.O.C1(C)C=CC(S(O)(=O)=O)=CC=1.CO.N, predict the reaction product. The product is: [OH:28][CH2:27][C:26]1[NH:25][C:14]2[C:15]([O:23][CH3:24])=[C:16]([O:21][CH3:22])[C:17]([O:19][CH3:20])=[CH:18][C:13]=2[N:12]=1.